This data is from Catalyst prediction with 721,799 reactions and 888 catalyst types from USPTO. The task is: Predict which catalyst facilitates the given reaction. (1) The catalyst class is: 132. Reactant: [C:1]([O:5][C:6]([N:8]([CH2:26][C:27]([O:29][C:30]([CH3:33])([CH3:32])[CH3:31])=[O:28])[C:9]1[CH:14]=[CH:13][CH:12]=[C:11]([CH2:15][NH:16][S:17]([C:20]2[CH:25]=[CH:24][CH:23]=[CH:22][N:21]=2)(=[O:19])=[O:18])[N:10]=1)=[O:7])([CH3:4])([CH3:3])[CH3:2].[CH3:34][C:35]([C:41]1[S:45][C:44]([CH2:46]O)=[CH:43][CH:42]=1)([CH3:40])[CH2:36][CH2:37][CH2:38][CH3:39].C(P(CCCC)CCCC)CCC.CN(C)C(N=NC(N(C)C)=O)=O. Product: [C:1]([O:5][C:6]([N:8]([CH2:26][C:27]([O:29][C:30]([CH3:33])([CH3:32])[CH3:31])=[O:28])[C:9]1[CH:14]=[CH:13][CH:12]=[C:11]([CH:15]([CH2:46][C:44]2[S:45][C:41]([C:35]([CH3:34])([CH3:40])[CH2:36][CH2:37][CH2:38][CH3:39])=[CH:42][CH:43]=2)[NH:16][S:17]([C:20]2[CH:25]=[CH:24][CH:23]=[CH:22][N:21]=2)(=[O:19])=[O:18])[N:10]=1)=[O:7])([CH3:4])([CH3:3])[CH3:2]. (2) Reactant: [CH2:1]([O:8][C:9]1[CH:14]=[CH:13][CH:12]=[CH:11][C:10]=1Br)[C:2]1[CH:7]=[CH:6][CH:5]=[CH:4][CH:3]=1.[Mg].[CH:17]([C:19]1[CH:28]=[CH:27][C:22]([C:23]([O:25][CH3:26])=[O:24])=[CH:21][CH:20]=1)=[O:18].Cl. Product: [CH2:1]([O:8][C:9]1[CH:14]=[CH:13][CH:12]=[CH:11][C:10]=1[CH:17]([OH:18])[C:19]1[CH:20]=[CH:21][C:22]([C:23]([O:25][CH3:26])=[O:24])=[CH:27][CH:28]=1)[C:2]1[CH:7]=[CH:6][CH:5]=[CH:4][CH:3]=1. The catalyst class is: 30. (3) The catalyst class is: 2. Product: [I:15][C:7]1[C:2]([CH3:1])=[N:3][C:4]([N:9]2[CH2:10][CH2:11][O:12][CH2:13][CH2:14]2)=[N:5][C:6]=1[CH3:8]. Reactant: [CH3:1][C:2]1[CH:7]=[C:6]([CH3:8])[N:5]=[C:4]([N:9]2[CH2:14][CH2:13][O:12][CH2:11][CH2:10]2)[N:3]=1.[I:15]N1C(=O)CCC1=O.C(#N)C.S([O-])([O-])(=O)=S.[Na+].[Na+]. (4) Reactant: [C:1]([O:5][C:6]([N:8]1[CH2:13][CH2:12][CH:11]([CH2:14][O:15][C:16]2[CH:21]=[CH:20][CH:19]=[CH:18][C:17]=2[NH2:22])[CH2:10][CH2:9]1)=[O:7])([CH3:4])([CH3:3])[CH3:2].[CH3:23][S:24](Cl)(=[O:26])=[O:25]. Product: [C:1]([O:5][C:6]([N:8]1[CH2:9][CH2:10][CH:11]([CH2:14][O:15][C:16]2[CH:21]=[CH:20][CH:19]=[CH:18][C:17]=2[NH:22][S:24]([CH3:23])(=[O:26])=[O:25])[CH2:12][CH2:13]1)=[O:7])([CH3:4])([CH3:2])[CH3:3]. The catalyst class is: 66. (5) Reactant: [Cl:1][C:2]1[CH:30]=[CH:29][C:5]([CH2:6][N:7]2[C:16]3[C:11](=[CH:12][C:13]([F:24])=[C:14]([N:17]4[CH2:22][CH2:21][N:20]([CH3:23])[CH2:19][CH2:18]4)[CH:15]=3)[C:10](=[O:25])[C:9]([N+:26]([O-])=O)=[CH:8]2)=[CH:4][CH:3]=1.O.O.Cl[Sn]Cl. Product: [NH2:26][C:9]1[C:10](=[O:25])[C:11]2[C:16](=[CH:15][C:14]([N:17]3[CH2:22][CH2:21][N:20]([CH3:23])[CH2:19][CH2:18]3)=[C:13]([F:24])[CH:12]=2)[N:7]([CH2:6][C:5]2[CH:29]=[CH:30][C:2]([Cl:1])=[CH:3][CH:4]=2)[CH:8]=1. The catalyst class is: 33. (6) Reactant: C([O:5][C:6](=[O:55])[CH2:7][NH:8][CH2:9][C@@H:10]([O:47][Si](C(C)(C)C)(C)C)[CH2:11][O:12][C:13]1[CH:14]=[CH:15][C:16]([Cl:46])=[C:17]([C:19]2[N:24]=[C:23]([NH:25][CH2:26][C@H:27]3[CH2:32][O:31][CH2:30][CH2:29][N:28]3[C:33]([O:35][CH2:36][CH3:37])=[O:34])[C:22]([CH3:38])=[C:21]([C:39]3[C:40]([CH3:45])=[N:41][O:42][C:43]=3[CH3:44])[N:20]=2)[CH:18]=1)(C)(C)C. Product: [Cl:46][C:16]1[CH:15]=[CH:14][C:13]([O:12][CH2:11][C@H:10]([OH:47])[CH2:9][NH:8][CH3:7])=[CH:18][C:17]=1[C:19]1[N:24]=[C:23]([NH:25][CH2:26][C@@H:27]2[CH2:32][O:31][CH2:30][CH2:29][N:28]2[C:33]([O:35][CH2:36][CH3:37])=[O:34])[C:22]([CH3:38])=[C:21]([C:39]2[C:40]([CH3:45])=[N:41][O:42][C:43]=2[CH3:44])[N:20]=1.[CH:6]([OH:55])=[O:5]. The catalyst class is: 89. (7) Reactant: [NH2:1][C:2]1[CH:3]=[N:4][CH:5]=[C:6]([CH3:8])[CH:7]=1.[Li+].C[Si]([N-][Si](C)(C)C)(C)C.[CH3:19][C:20]([O:23][C:24](O[C:24]([O:23][C:20]([CH3:22])([CH3:21])[CH3:19])=[O:25])=[O:25])([CH3:22])[CH3:21]. Product: [CH3:8][C:6]1[CH:7]=[C:2]([NH:1][C:24](=[O:25])[O:23][C:20]([CH3:22])([CH3:21])[CH3:19])[CH:3]=[N:4][CH:5]=1. The catalyst class is: 1.